This data is from Reaction yield outcomes from USPTO patents with 853,638 reactions. The task is: Predict the reaction yield, written as a fraction of the theoretical maximum amount of product (1.0 means a 100% yield; for example, 0.34 means a 34% yield). (1) The reactants are [C:1]([O:4][C:5]1[CH:6]=[C:7]2[C:12](=[CH:13][CH:14]=1)[CH:11]=[C:10]([C:15]([OH:17])=O)[CH:9]=[CH:8]2)(=[O:3])[CH3:2].S(Cl)([Cl:20])=O. No catalyst specified. The product is [C:1]([O:4][C:5]1[CH:6]=[C:7]2[C:12](=[CH:13][CH:14]=1)[CH:11]=[C:10]([C:15]([Cl:20])=[O:17])[CH:9]=[CH:8]2)(=[O:3])[CH3:2]. The yield is 0.980. (2) The reactants are [Mg].[CH:2]1(Br)[CH2:8][CH2:7][CH2:6][CH2:5][CH2:4][CH2:3]1.[Cl-].[Li+].[Cu](C#N)C#N.C1([Mg]Br)CCCCCC1.[C:26]([O:30][CH3:31])(=[O:29])[C:27]#[CH:28].[I:32]I. The catalyst is O1CCCC1.BrCCBr. The product is [CH3:31][O:30][C:26](=[O:29])/[C:27](/[I:32])=[CH:28]\[CH:2]1[CH2:8][CH2:7][CH2:6][CH2:5][CH2:4][CH2:3]1. The yield is 0.640. (3) The reactants are [CH:1]1([C:6]2[C:10]3[CH2:11][N:12](C(OC(C)(C)C)=O)[CH2:13][CH2:14][C:9]=3[NH:8][N:7]=2)[CH2:5][CH2:4][CH2:3][CH2:2]1.Cl.O1CCOCC1.C(OCC)(=O)C. The catalyst is O1CCOCC1. The product is [CH:1]1([C:6]2[C:10]3[CH2:11][NH:12][CH2:13][CH2:14][C:9]=3[NH:8][N:7]=2)[CH2:2][CH2:3][CH2:4][CH2:5]1. The yield is 1.00. (4) The reactants are [OH:1]OS([O-])=O.[K+].[F:7][C:8]([F:20])([F:19])[CH2:9][CH2:10][S:11][C:12]1[CH:17]=[CH:16][C:15]([Br:18])=[CH:14][CH:13]=1.[OH2:21]. The catalyst is CO. The product is [F:20][C:8]([F:7])([F:19])[CH2:9][CH2:10][S:11]([C:12]1[CH:17]=[CH:16][C:15]([Br:18])=[CH:14][CH:13]=1)(=[O:1])=[O:21]. The yield is 0.950. (5) The reactants are C1(C)C=CC(S(O)(=O)=O)=CC=1.[CH3:12][C:13]1[CH:19]=C(O)C=C[C:14]=1[OH:15].[C:21]([CH2:34][C:35]([CH2:38][CH2:39][OH:40])([F:37])[F:36])([C:24]([C:27]([C:30]([F:33])([F:32])[F:31])([F:29])[F:28])([F:26])[F:25])([F:23])[F:22].C(O)(=O)C(C)=C. The catalyst is C1CCCCC1. The product is [C:21]([CH2:34][C:35]([CH2:38][CH2:39][O:40][C:14]([C:13](=[CH2:12])[CH3:19])=[O:15])([F:37])[F:36])([C:24]([C:27]([C:30]([F:31])([F:32])[F:33])([F:29])[F:28])([F:26])[F:25])([F:23])[F:22]. The yield is 0.890.